From a dataset of Full USPTO retrosynthesis dataset with 1.9M reactions from patents (1976-2016). Predict the reactants needed to synthesize the given product. Given the product [C:1]([O-:8])(=[O:7])/[CH:2]=[CH:3]\[C:4]([O-:6])=[O:5].[Fe+2:9], predict the reactants needed to synthesize it. The reactants are: [C:1]([OH:8])(=[O:7])/[CH:2]=[CH:3]\[C:4]([OH:6])=[O:5].[Fe:9].